This data is from Forward reaction prediction with 1.9M reactions from USPTO patents (1976-2016). The task is: Predict the product of the given reaction. (1) Given the reactants COC[O:4][C:5]1[CH:10]=[CH:9][CH:8]=[CH:7][C:6]=1[C:11]([F:14])([F:13])[F:12].C([Li])CCC.Cl.CC([O:25][CH3:26])(C)C.C1C[O:30]CC1, predict the reaction product. The product is: [OH:4][C:5]1[C:6]([C:11]([F:12])([F:13])[F:14])=[CH:7][CH:8]=[CH:9][C:10]=1[C:26]([OH:25])=[O:30]. (2) Given the reactants [CH2:1]([OH:4])[CH2:2][OH:3].[C:5]1([CH3:15])[CH:10]=[CH:9][C:8](S(O)(=O)=O)=[CH:7][CH:6]=1.[C:16]1(C)C=CC=CC=1, predict the reaction product. The product is: [CH3:15][CH:5]1[CH2:10][CH2:9][CH2:8][CH:7]([CH3:16])[C:6]21[O:4][CH2:1][CH2:2][O:3]2. (3) Given the reactants [CH2:1]([N:8]1[CH2:12][C@H:11]2[C@H:13]([NH2:16])[CH2:14][CH2:15][C@H:10]2[CH2:9]1)[C:2]1[CH:7]=[CH:6][CH:5]=[CH:4][CH:3]=1.[C:17]1([C@H:23]([CH2:27]C)[C:24](O)=[O:25])[CH:22]=[CH:21][CH:20]=[CH:19][CH:18]=1, predict the reaction product. The product is: [CH2:1]([N:8]1[CH2:12][C@@H:11]2[C@@H:13]([NH:16][C:24](=[O:25])[C@@H:23]([C:17]3[CH:22]=[CH:21][CH:20]=[CH:19][CH:18]=3)[CH3:27])[CH2:14][CH2:15][C@@H:10]2[CH2:9]1)[C:2]1[CH:3]=[CH:4][CH:5]=[CH:6][CH:7]=1. (4) Given the reactants [F:1][C:2]1[CH:7]=[CH:6][CH:5]=[CH:4][C:3]=1[C@H:8]([O:10][C:11](=[O:26])[NH:12][C:13]1[C:14]([CH3:25])=[N:15][O:16][C:17]=1[C:18]1[CH:23]=[CH:22][C:21](Br)=[CH:20][CH:19]=1)[CH3:9].[CH2:27]([O:29][C:30](=[O:49])[C:31]([CH3:48])([C:33]1[CH:38]=[CH:37][C:36](B2OC(C)(C)C(C)(C)O2)=[CH:35][CH:34]=1)[CH3:32])[CH3:28], predict the reaction product. The product is: [CH2:27]([O:29][C:30](=[O:49])[C:31]([C:33]1[CH:38]=[CH:37][C:36]([C:21]2[CH:22]=[CH:23][C:18]([C:17]3[O:16][N:15]=[C:14]([CH3:25])[C:13]=3[NH:12][C:11]([O:10][C@@H:8]([C:3]3[CH:4]=[CH:5][CH:6]=[CH:7][C:2]=3[F:1])[CH3:9])=[O:26])=[CH:19][CH:20]=2)=[CH:35][CH:34]=1)([CH3:48])[CH3:32])[CH3:28].